Dataset: Full USPTO retrosynthesis dataset with 1.9M reactions from patents (1976-2016). Task: Predict the reactants needed to synthesize the given product. (1) Given the product [CH3:1][C:2]1([CH3:16])[CH2:7][O:6][C:5]2([CH2:14][CH2:13][CH2:12][C:11]3=[N:18][CH:23]=[C:22]([N+:24]([O-:26])=[O:25])[CH:21]=[C:10]3[CH2:9][CH2:8]2)[O:4][CH2:3]1, predict the reactants needed to synthesize it. The reactants are: [CH3:1][C:2]1([CH3:16])[CH2:7][O:6][C:5]2([CH2:14][CH2:13][CH2:12][C:11](=O)[CH2:10][CH2:9][CH2:8]2)[O:4][CH2:3]1.C[N:18]1[CH:23]=[C:22]([N+:24]([O-:26])=[O:25])[CH:21]=C([N+]([O-])=O)C1=O.N. (2) The reactants are: [NH2:1][C:2]1[CH:7]=[CH:6][C:5](I)=[C:4]([C:9]([O:11]CCCCC)=O)[N:3]=1.[N:17]1([S:22]([C:25]2[CH:30]=[CH:29][C:28]([SH:31])=[CH:27][CH:26]=2)(=[O:24])=[O:23])[CH2:21][CH2:20][CH2:19][CH2:18]1.[Cl:32][C:33]1[CH:38]=[C:37]([Cl:39])[CH:36]=[CH:35][C:34]=1[S:40](Cl)(=[O:42])=[O:41].[CH2:44]([Mg]Cl)[CH2:45][CH3:46]. Given the product [C:9]([C:4]1[N:3]=[C:2]([NH:1][S:40]([C:34]2[CH:35]=[CH:36][C:37]([Cl:39])=[CH:38][C:33]=2[Cl:32])(=[O:42])=[O:41])[CH:7]=[CH:6][C:5]=1[S:31][C:28]1[CH:29]=[CH:30][C:25]([S:22]([N:17]2[CH2:18][CH2:19][CH2:20][CH2:21]2)(=[O:24])=[O:23])=[CH:26][CH:27]=1)(=[O:11])[CH2:44][CH2:45][CH3:46], predict the reactants needed to synthesize it. (3) Given the product [F:3][CH2:4][C@@:5]1([C:48]([OH:50])=[O:49])[CH2:10][CH2:9][C:8]([C:11]2[C:12]([CH3:47])([CH3:46])[C@H:13]3[C@:26]([CH3:29])([CH2:27][CH:28]=2)[C@@H:25]2[C@:16]([CH3:45])([C@@:17]4([CH3:44])[C@H:22]([CH2:23][CH2:24]2)[C@H:21]2[C@H:30]([C:33]([CH3:35])=[CH2:34])[CH2:31][CH2:32][C@:20]2([NH:36][CH2:37][CH2:38][CH2:39][C:40]([OH:43])([CH3:41])[CH3:42])[CH2:19][CH2:18]4)[CH2:15][CH2:14]3)=[CH:7][CH2:6]1, predict the reactants needed to synthesize it. The reactants are: [OH-].[Na+].[F:3][CH2:4][C@@:5]1([C:48]([O:50]CC2C=CC=CC=2)=[O:49])[CH2:10][CH2:9][C:8]([C:11]2[C:12]([CH3:47])([CH3:46])[C@H:13]3[C@:26]([CH3:29])([CH2:27][CH:28]=2)[C@@H:25]2[C@:16]([CH3:45])([C@@:17]4([CH3:44])[C@H:22]([CH2:23][CH2:24]2)[C@H:21]2[C@H:30]([C:33]([CH3:35])=[CH2:34])[CH2:31][CH2:32][C@:20]2([NH:36][CH2:37][CH2:38][CH2:39][C:40]([OH:43])([CH3:42])[CH3:41])[CH2:19][CH2:18]4)[CH2:15][CH2:14]3)=[CH:7][CH2:6]1. (4) Given the product [Si:1]([O:8][CH2:9][C:10]1[CH:11]=[C:12]([C:15]([C:17]2[C:18]([Cl:23])=[N:19][CH:20]=[N:21][CH:22]=2)=[O:16])[O:13][CH:14]=1)([C:4]([CH3:7])([CH3:5])[CH3:6])([CH3:3])[CH3:2], predict the reactants needed to synthesize it. The reactants are: [Si:1]([O:8][CH2:9][C:10]1[CH:11]=[C:12]([CH:15]([C:17]2[C:18]([Cl:23])=[N:19][CH:20]=[N:21][CH:22]=2)[OH:16])[O:13][CH:14]=1)([C:4]([CH3:7])([CH3:6])[CH3:5])([CH3:3])[CH3:2]. (5) Given the product [F:12][C:10]1[CH:9]=[C:8]2[C:3]([C:4](=[O:25])[NH:5][C:6]([C:13]3[CH:14]=[C:15]([CH3:24])[C:16]([O:20][CH2:21][O:22][CH3:23])=[C:17]([CH3:19])[CH:18]=3)=[N:7]2)=[C:2]([O:27][CH3:26])[CH:11]=1, predict the reactants needed to synthesize it. The reactants are: F[C:2]1[CH:11]=[C:10]([F:12])[CH:9]=[C:8]2[C:3]=1[C:4](=[O:25])[NH:5][C:6]([C:13]1[CH:18]=[C:17]([CH3:19])[C:16]([O:20][CH2:21][O:22][CH3:23])=[C:15]([CH3:24])[CH:14]=1)=[N:7]2.[CH3:26][O-:27].[Na+].CO. (6) Given the product [CH3:22][O:15][C:14]([C:3]1[C:2]([OH:1])=[CH:11][C:10]2[C:5](=[CH:6][C:7]([O:12][CH3:13])=[CH:8][CH:9]=2)[CH:4]=1)=[O:16], predict the reactants needed to synthesize it. The reactants are: [OH:1][C:2]1[C:3]([C:14]([OH:16])=[O:15])=[CH:4][C:5]2[C:10]([CH:11]=1)=[CH:9][CH:8]=[C:7]([O:12][CH3:13])[CH:6]=2.S(=O)(=O)(O)O.[CH3:22]O. (7) Given the product [CH3:46][C:14]([CH3:45])([CH3:13])[C:15](=[O:44])[CH2:16][N:17]1[C:22](=[O:23])[CH:21]=[C:20]([O:24][CH2:25][CH2:26][CH3:27])[N:19]([CH2:28][C:29]2[CH:34]=[CH:33][C:32]([C:35]3[CH:40]=[CH:39][CH:38]=[CH:37][C:36]=3[C:41]3[NH:3][C:4](=[O:7])[O:5][N:42]=3)=[CH:31][CH:30]=2)[C:18]1=[O:43], predict the reactants needed to synthesize it. The reactants are: [Cl-].O[NH3+:3].[C:4](=[O:7])([O-])[OH:5].[Na+].CS(C)=O.[CH3:13][C:14]([CH3:46])([CH3:45])[C:15](=[O:44])[CH2:16][N:17]1[C:22](=[O:23])[CH:21]=[C:20]([O:24][CH2:25][CH2:26][CH3:27])[N:19]([CH2:28][C:29]2[CH:34]=[CH:33][C:32]([C:35]3[C:36]([C:41]#[N:42])=[CH:37][CH:38]=[CH:39][CH:40]=3)=[CH:31][CH:30]=2)[C:18]1=[O:43]. (8) Given the product [Cl:1][C:2]1[CH:21]=[CH:20][C:19]([F:22])=[CH:18][C:3]=1[C:4]([NH:6][C:7]1[CH:15]=[CH:14][C:10]([C:11]([Cl:31])=[O:12])=[CH:9][C:8]=1[O:16][CH3:17])=[O:5], predict the reactants needed to synthesize it. The reactants are: [Cl:1][C:2]1[CH:21]=[CH:20][C:19]([F:22])=[CH:18][C:3]=1[C:4]([NH:6][C:7]1[CH:15]=[CH:14][C:10]([C:11](O)=[O:12])=[CH:9][C:8]=1[O:16][CH3:17])=[O:5].CN(C=O)C.C(Cl)(=O)C([Cl:31])=O. (9) Given the product [CH3:11][N:12]([CH3:16])[CH2:13][CH2:14][NH:15][C:2]1[CH:7]=[CH:6][CH:5]=[CH:4][C:3]=1[N+:8]([O-:10])=[O:9], predict the reactants needed to synthesize it. The reactants are: F[C:2]1[CH:7]=[CH:6][CH:5]=[CH:4][C:3]=1[N+:8]([O-:10])=[O:9].[CH3:11][N:12]([CH3:16])[CH2:13][CH2:14][NH2:15].